This data is from NCI-60 drug combinations with 297,098 pairs across 59 cell lines. The task is: Regression. Given two drug SMILES strings and cell line genomic features, predict the synergy score measuring deviation from expected non-interaction effect. Drug 2: CC(C)CN1C=NC2=C1C3=CC=CC=C3N=C2N. Drug 1: CC1=C2C(C(=O)C3(C(CC4C(C3C(C(C2(C)C)(CC1OC(=O)C(C(C5=CC=CC=C5)NC(=O)C6=CC=CC=C6)O)O)OC(=O)C7=CC=CC=C7)(CO4)OC(=O)C)O)C)OC(=O)C. Synergy scores: CSS=68.8, Synergy_ZIP=23.4, Synergy_Bliss=22.9, Synergy_Loewe=13.8, Synergy_HSA=22.5. Cell line: HCT116.